Predict the reactants needed to synthesize the given product. From a dataset of Full USPTO retrosynthesis dataset with 1.9M reactions from patents (1976-2016). (1) Given the product [NH2:26][CH2:25][CH2:24][O:23][C:22]1[C:21]([CH3:40])=[CH:20][C:19]([C:10]2[NH:11][C:12](=[O:18])[C:13]3[C:8]([CH:9]=2)=[CH:7][C:6]([O:5][CH3:4])=[CH:15][C:14]=3[O:16][CH3:17])=[CH:38][C:37]=1[CH3:39], predict the reactants needed to synthesize it. The reactants are: O.NN.[CH3:4][O:5][C:6]1[CH:7]=[C:8]2[C:13](=[C:14]([O:16][CH3:17])[CH:15]=1)[C:12](=[O:18])[NH:11][C:10]([C:19]1[CH:38]=[C:37]([CH3:39])[C:22]([O:23][CH2:24][CH2:25][N:26]3C(=O)C4C(=CC=CC=4)C3=O)=[C:21]([CH3:40])[CH:20]=1)=[CH:9]2. (2) Given the product [Cl:1][C:2]1[CH:11]=[CH:10][C:9]2[CH2:8][CH:7]([CH2:12][CH:13]=[O:32])[N:6]3[C:15]4[CH:16]=[CH:17][CH:18]=[C:19]([F:22])[C:20]=4[CH:21]=[C:5]3[C:4]=2[N:3]=1, predict the reactants needed to synthesize it. The reactants are: [Cl:1][C:2]1[CH:11]=[CH:10][C:9]2[CH2:8][CH:7]([CH2:12][C:13]#N)[N:6]3[C:15]4[CH:16]=[CH:17][CH:18]=[C:19]([F:22])[C:20]=4[CH:21]=[C:5]3[C:4]=2[N:3]=1.CC(C[AlH]CC(C)C)C.[OH2:32].